From a dataset of Drug-target binding data from BindingDB using IC50 measurements. Regression. Given a target protein amino acid sequence and a drug SMILES string, predict the binding affinity score between them. We predict pIC50 (pIC50 = -log10(IC50 in M); higher means more potent). Dataset: bindingdb_ic50. (1) The small molecule is Nc1nnc(SCCN2CCC(Cc3ccccc3)CC2)s1. The target protein (Q14957) has sequence MGGALGPALLLTSLFGAWAGLGPGQGEQGMTVAVVFSSSGPPQAQFRARLTPQSFLDLPLEIQPLTVGVNTTNPSSLLTQICGLLGAAHVHGIVFEDNVDTEAVAQILDFISSQTHVPILSISGGSAVVLTPKEPGSAFLQLGVSLEQQLQVLFKVLEEYDWSAFAVITSLHPGHALFLEGVRAVADASHVSWRLLDVVTLELGPGGPRARTQRLLRQLDAPVFVAYCSREEAEVLFAEAAQAGLVGPGHVWLVPNLALGSTDAPPATFPVGLISVVTESWRLSLRQKVRDGVAILALGAHSYWRQHGTLPAPAGDCRVHPGPVSPAREAFYRHLLNVTWEGRDFSFSPGGYLVQPTMVVIALNRHRLWEMVGRWEHGVLYMKYPVWPRYSASLQPVVDSRHLTVATLEERPFVIVESPDPGTGGCVPNTVPCRRQSNHTFSSGDVAPYTKLCCKGFCIDILKKLARVVKFSYDLYLVTNGKHGKRVRGVWNGMIGEVYY.... The pIC50 is 4.0. (2) The pIC50 is 8.1. The compound is COc1cccc2nc(N)nc(N)c12. The target protein (Q96C86) has sequence MADAAPQLGKRKRELDVEEAHAASTEEKEAGVGNGTCAPVRLPFSGFRLQKVLRESARDKIIFLHGKVNEASGDGDGEDAVVILEKTPFQVEQVAQLLTGSPELQLQFSNDIYSTYHLFPPRQLNDVKTTVVYPATEKHLQKYLRQDLRLIRETGDDYRNITLPHLESQSLSIQWVYNILDKKAEADRIVFENPDPSDGFVLIPDLKWNQQQLDDLYLIAICHRRGIRSLRDLTPEHLPLLRNILHQGQEAILQRYRMKGDHLRVYLHYLPSYYHLHVHFTALGFEAPGSGVERAHLLAEVIENLECDPRHYQQRTLTFALRADDPLLKLLQEAQQS. (3) The small molecule is CC(/C=C/CCC(=O)N1CCCC1=O)=C\C1CCCCO1. The target protein (P54358) has sequence MDGKRKFNGTSNGHAKKPRNPDDDEEMGFEAELAAFENSEDMDQTLLMGDGPENQTTSERWSRPPPPELDPSKHNLEFQQLDVENYLGQPLPGMPGAQIGPVPVVRMFGVTMEGNSVCCHVHGFCPYFYIEAPSQFEEHHCEKLQKALDQKVIADIRNNKDNVQEAVLMVELVEKLNIHGYNGDKKQRYIKISVTLPRFVAAASRLLKKEVIMSEIDFQDCRAFENNIDFDIRFMVDTDVVGCNWIELPMGHWRIRNSHSKPLPESRCQIEVDVAFDRFISHEPEGEWSKVAPFRILSFDIECAGRKGIFPEAKIDPVIQIANMVIRQGEREPFIRNVFTLNECAPIIGSQVLCHDKETQMLDKWSAFVREVDPDILTGYNINNFDFPYLLNRAAHLKVRNFEYLGRIKNIRSVIKEQMLQSKQMGRRENQYVNFEGRVPFDLLFVLLRDYKLRSYTLNAVSYHFLQEQKEDVHHSIITDLQNGDEQTRRRLAMYCLKDA.... The pIC50 is 3.7.